Dataset: Reaction yield outcomes from USPTO patents with 853,638 reactions. Task: Predict the reaction yield, written as a fraction of the theoretical maximum amount of product (1.0 means a 100% yield; for example, 0.34 means a 34% yield). (1) The reactants are C1(C)C=CC(S(O)(=O)=O)=CC=1.[C:12]([C:15]1[CH:45]=[CH:44][C:18]([O:19][CH2:20][C:21]2[CH:26]=[CH:25][C:24]([CH:27]([O:37]C3CCCCO3)[C:28]3[CH:29]=[C:30]([CH:34]=[CH:35][CH:36]=3)[C:31]([OH:33])=[O:32])=[CH:23][CH:22]=2)=[C:17]([Cl:46])[C:16]=1[OH:47])(=[O:14])[CH3:13]. The catalyst is CO.C(OCC)(=O)C. The product is [C:12]([C:15]1[CH:45]=[CH:44][C:18]([O:19][CH2:20][C:21]2[CH:22]=[CH:23][C:24]([CH:27]([OH:37])[C:28]3[CH:29]=[C:30]([CH:34]=[CH:35][CH:36]=3)[C:31]([OH:33])=[O:32])=[CH:25][CH:26]=2)=[C:17]([Cl:46])[C:16]=1[OH:47])(=[O:14])[CH3:13]. The yield is 0.940. (2) The reactants are [S:1]1[C:5]2[CH:6]=[CH:7][CH:8]=[CH:9][C:4]=2[N:3]=[C:2]1[O:10][C:11]1[CH:28]=[CH:27][C:14]([O:15][CH2:16][CH2:17][N:18]2[CH2:23][CH2:22][CH:21]([C:24]([NH2:26])=[O:25])[CH2:20][CH2:19]2)=[CH:13][CH:12]=1.[H-].[Na+].[CH:31]([S:34](Cl)(=[O:36])=[O:35])([CH3:33])[CH3:32]. The catalyst is C1COCC1. The product is [S:1]1[C:5]2[CH:6]=[CH:7][CH:8]=[CH:9][C:4]=2[N:3]=[C:2]1[O:10][C:11]1[CH:12]=[CH:13][C:14]([O:15][CH2:16][CH2:17][N:18]2[CH2:23][CH2:22][CH:21]([C:24]([NH:26][S:34]([CH:31]([CH3:33])[CH3:32])(=[O:36])=[O:35])=[O:25])[CH2:20][CH2:19]2)=[CH:27][CH:28]=1. The yield is 0.180. (3) The reactants are [CH3:1][S:2]([CH2:5][CH2:6][NH2:7])(=[O:4])=[O:3].Cl[C:9]1[N:14]=[C:13]([C:15]2[S:19][C:18]([CH:20]([CH3:22])[CH3:21])=[N:17][C:16]=2[C:23]2[CH:24]=[CH:25][C:26]([F:41])=[C:27]([NH:29][S:30]([C:33]3[CH:38]=[CH:37][C:36]([F:39])=[CH:35][C:34]=3[F:40])(=[O:32])=[O:31])[CH:28]=2)[CH:12]=[CH:11][N:10]=1. The catalyst is C(O)(C)C. The product is [F:40][C:34]1[CH:35]=[C:36]([F:39])[CH:37]=[CH:38][C:33]=1[S:30]([NH:29][C:27]1[CH:28]=[C:23]([C:16]2[N:17]=[C:18]([CH:20]([CH3:21])[CH3:22])[S:19][C:15]=2[C:13]2[CH:12]=[CH:11][N:10]=[C:9]([NH:7][CH2:6][CH2:5][S:2]([CH3:1])(=[O:4])=[O:3])[N:14]=2)[CH:24]=[CH:25][C:26]=1[F:41])(=[O:32])=[O:31]. The yield is 0.450. (4) The catalyst is CO.[Ni]. The yield is 0.770. The product is [C:13]1([C:8]2[NH:9][C:10]3[C:6]([CH:7]=2)=[CH:5][C:4]([NH2:1])=[CH:12][CH:11]=3)[CH:14]=[CH:15][CH:16]=[CH:17][CH:18]=1. The reactants are [N+:1]([C:4]1[CH:5]=[C:6]2[C:10](=[CH:11][CH:12]=1)[NH:9][C:8]([C:13]1[CH:18]=[CH:17][CH:16]=[CH:15][CH:14]=1)=[CH:7]2)([O-])=O. (5) The reactants are CN(C)C=O.C(P(=O)(OCC)OCC)#N.[CH3:16][CH:17]([CH3:29])[CH:18]([C:23]1[CH:28]=[CH:27][CH:26]=[CH:25][CH:24]=1)[CH2:19][C:20](O)=[O:21].Cl.[CH3:31][NH:32][O:33][CH3:34]. The catalyst is C(N(CC)CC)C.O1CCCC1. The product is [CH3:31][N:32]([O:33][CH3:34])[C:20](=[O:21])[CH2:19][CH:18]([C:23]1[CH:28]=[CH:27][CH:26]=[CH:25][CH:24]=1)[CH:17]([CH3:29])[CH3:16]. The yield is 0.470. (6) The reactants are [F:1][C:2]1[C:3]([NH2:15])=[N:4][C:5]([O:8][CH2:9][C:10]2[S:11][CH:12]=[CH:13][CH:14]=2)=[N:6][CH:7]=1.[C:16](Cl)(=[O:18])[CH3:17].CN1CCOCC1. The catalyst is C(Cl)Cl. The product is [F:1][C:2]1[C:3]([NH:15][C:16](=[O:18])[CH3:17])=[N:4][C:5]([O:8][CH2:9][C:10]2[S:11][CH:12]=[CH:13][CH:14]=2)=[N:6][CH:7]=1. The yield is 0.750. (7) The reactants are C(N(CC)CC)C.Br[CH:9]([OH:11])[CH3:10].[Br:12][C:13]1[CH:14]=[C:15]([NH2:20])[CH:16]=[CH:17][C:18]=1[CH3:19].O. The catalyst is C1(C)C=CC=CC=1. The product is [Br:12][C:13]1[CH:14]=[C:15]([NH:20][CH2:10][CH2:9][OH:11])[CH:16]=[CH:17][C:18]=1[CH3:19]. The yield is 0.620. (8) The reactants are [N:1]1[CH:6]=[CH:5][CH:4]=[C:3]([NH:7][C:8](=[O:15])OCC(Cl)(Cl)Cl)[N:2]=1.[F:16][C:17]1[CH:22]=[CH:21][C:20]([C:23]2[CH:28]=[C:27]([N:29]3[CH2:34][CH2:33][NH:32][CH2:31][CH2:30]3)[N:26]=[CH:25][N:24]=2)=[CH:19][CH:18]=1. The catalyst is O1CCCC1.CCCCCC. The product is [F:16][C:17]1[CH:22]=[CH:21][C:20]([C:23]2[N:24]=[CH:25][N:26]=[C:27]([N:29]3[CH2:30][CH2:31][N:32]([C:8]([NH:7][C:3]4[N:2]=[N:1][CH:6]=[CH:5][CH:4]=4)=[O:15])[CH2:33][CH2:34]3)[CH:28]=2)=[CH:19][CH:18]=1. The yield is 0.580.